From a dataset of Catalyst prediction with 721,799 reactions and 888 catalyst types from USPTO. Predict which catalyst facilitates the given reaction. (1) Reactant: [C:1]([OH:9])(=O)[C:2]1[CH:7]=[CH:6][N:5]=[CH:4][CH:3]=1.C(Cl)(=O)C([Cl:13])=O. Product: [ClH:13].[C:1]([Cl:13])(=[O:9])[C:2]1[CH:7]=[CH:6][N:5]=[CH:4][CH:3]=1. The catalyst class is: 59. (2) Reactant: [OH:1][CH:2]([CH3:9])[C:3]([O:5][CH2:6][C:7]#[CH:8])=[O:4].[CH:10](O)=[O:11].CNC1(NC)C=CN=CC1.C1(N=C=NC2CCCCC2)CCCCC1. Product: [CH:10]([O:1][CH:2]([CH3:9])[C:3]([O:5][CH2:6][C:7]#[CH:8])=[O:4])=[O:11]. The catalyst class is: 26. (3) Reactant: [C:1]([O:4][C@H:5]1[C@H:10]([O:11][C:12](=[O:14])[CH3:13])[C@@H:9]([O:15][C:16](=[O:18])[CH3:17])[C@H:8]([N:19]2[C:27]3[C:22](=[CH:23][CH:24]=[CH:25][CH:26]=3)[CH:21]=[CH:20]2)[O:7][C@@H:6]1[CH2:28][O:29][C:30](=[O:32])[CH3:31])(=[O:3])[CH3:2].CN([CH:36]=[O:37])C.P(Cl)(Cl)(Cl)=O. Product: [C:1]([O:4][CH:5]1[CH:10]([O:11][C:12](=[O:14])[CH3:13])[CH:9]([O:15][C:16](=[O:18])[CH3:17])[CH:8]([N:19]2[C:27]3[C:22](=[CH:23][CH:24]=[CH:25][CH:26]=3)[C:21]([CH:36]=[O:37])=[CH:20]2)[O:7][CH:6]1[CH2:28][O:29][C:30](=[O:32])[CH3:31])(=[O:3])[CH3:2]. The catalyst class is: 26. (4) Reactant: [CH3:1][C:2]([O:5][C:6]([N:8]1[C@H:12]([C:13]([OH:15])=[O:14])[CH2:11][CH:10]([OH:16])[CH2:9]1)=[O:7])([CH3:4])[CH3:3].CC([O-])(C)C.[K+].Cl[C:24]1[C:33]2[C:28](=[CH:29][CH:30]=[CH:31][CH:32]=2)[CH:27]=[CH:26][N:25]=1.CO.C(Cl)Cl. Product: [C:2]([O:5][C:6]([N:8]1[CH2:9][CH:10]([O:16][C:24]2[C:33]3[C:28](=[CH:29][CH:30]=[CH:31][CH:32]=3)[CH:27]=[CH:26][N:25]=2)[CH2:11][CH:12]1[C:13]([OH:15])=[O:14])=[O:7])([CH3:1])([CH3:3])[CH3:4]. The catalyst class is: 16.